From a dataset of HIV replication inhibition screening data with 41,000+ compounds from the AIDS Antiviral Screen. Binary Classification. Given a drug SMILES string, predict its activity (active/inactive) in a high-throughput screening assay against a specified biological target. (1) The drug is Nc1nc(Cl)cc(OCC2(CO)CCC2)n1. The result is 0 (inactive). (2) The drug is O=C1c2ccccc2C(=O)C2OC12. The result is 0 (inactive). (3) The drug is CCCCC(C)C=C1CN2CCCC2C(C)(O)C1O. The result is 0 (inactive).